Dataset: Full USPTO retrosynthesis dataset with 1.9M reactions from patents (1976-2016). Task: Predict the reactants needed to synthesize the given product. (1) Given the product [CH3:13][O:12][N:11]([CH3:10])[C:6]([C:3]1[CH:4]=[CH:5][S:1][CH:2]=1)=[O:7], predict the reactants needed to synthesize it. The reactants are: [S:1]1[CH:5]=[CH:4][C:3]([C:6](Cl)=[O:7])=[CH:2]1.Cl.[CH3:10][NH:11][O:12][CH3:13].C(N(CC)CC)C.O. (2) Given the product [CH3:1][C:2]([CH3:13])([CH2:5][O:6][CH:7]1[CH2:12][CH2:11][CH2:10][CH2:9][O:8]1)[CH:3]=[O:4], predict the reactants needed to synthesize it. The reactants are: [CH3:1][C:2]([CH3:13])([CH2:5][O:6][CH:7]1[CH2:12][CH2:11][CH2:10][CH2:9][O:8]1)[CH2:3][OH:4]. (3) Given the product [CH3:1][O:2][C:3](=[O:23])[CH2:4][CH2:5][C:6]1[CH:11]=[CH:10][C:9]([O:12][C:13]2[CH:18]=[CH:17][CH:16]=[C:15]([CH2:19][NH:20][C:27](=[O:28])[C:26]3[CH:30]=[CH:31][C:32]([C:34]([F:35])([F:36])[F:37])=[CH:33][C:25]=3[F:24])[CH:14]=2)=[CH:8][C:7]=1[CH2:21][CH3:22], predict the reactants needed to synthesize it. The reactants are: [CH3:1][O:2][C:3](=[O:23])[CH2:4][CH2:5][C:6]1[CH:11]=[CH:10][C:9]([O:12][C:13]2[CH:18]=[CH:17][CH:16]=[C:15]([CH2:19][NH2:20])[CH:14]=2)=[CH:8][C:7]=1[CH2:21][CH3:22].[F:24][C:25]1[CH:33]=[C:32]([C:34]([F:37])([F:36])[F:35])[CH:31]=[CH:30][C:26]=1[C:27](O)=[O:28].O.ON1C2C=CC=CC=2N=N1.Cl.CN(C)CCCN=C=NCC.C(N(CC)C(C)C)(C)C. (4) Given the product [CH2:10]([NH:7][C:6]1[CH:8]=[CH:9][C:3]([O:2][CH3:1])=[CH:4][CH:5]=1)[CH2:11][CH2:12][CH3:13], predict the reactants needed to synthesize it. The reactants are: [CH3:1][O:2][C:3]1[CH:9]=[CH:8][C:6]([NH2:7])=[CH:5][CH:4]=1.[CH:10](=O)[CH2:11][CH2:12][CH3:13]. (5) Given the product [Cl:10][C:11]1[CH:16]=[CH:15][C:14]([F:20])=[C:13]([C:2]2[CH:7]=[C:6]([O:8][CH3:9])[N:5]=[CH:4][N:3]=2)[CH:12]=1, predict the reactants needed to synthesize it. The reactants are: Cl[C:2]1[CH:7]=[C:6]([O:8][CH3:9])[N:5]=[CH:4][N:3]=1.[Cl:10][C:11]1[CH:12]=[CH:13][C:14]([F:20])=[C:15](B(O)O)[CH:16]=1.C([O-])([O-])=O.[Na+].[Na+]. (6) The reactants are: [C:1](O)(=O)[CH2:2][C:3]([OH:5])=[O:4].[I:8][C:9]1[CH:10]=[C:11]([CH:14]=[CH:15][CH:16]=1)C=O.C([O-])(=O)C.[NH4+:21]. Given the product [NH2:21][CH:1]([C:15]1[CH:14]=[CH:11][CH:10]=[C:9]([I:8])[CH:16]=1)[CH2:2][C:3]([OH:5])=[O:4], predict the reactants needed to synthesize it. (7) The reactants are: [OH:1][C:2]1[C:3]([CH:11]2[C:19]3[C:14](=[CH:15][CH:16]=[CH:17][CH:18]=3)[N:13]([CH2:20][CH2:21][CH2:22][CH2:23][CH3:24])[C:12]2=[O:25])=[CH:4][C:5]2[O:9][CH2:8][O:7][C:6]=2[CH:10]=1.C(N(CC)CC)C.Cl[Si](C)(C)C.[CH2:38]=[O:39].FC(F)(F)S([O-])(=O)=O.[Yb+3].FC(F)(F)S([O-])(=O)=O.FC(F)(F)S([O-])(=O)=O. Given the product [OH:1][C:2]1[C:3]([C:11]2([CH2:38][OH:39])[C:19]3[C:14](=[CH:15][CH:16]=[CH:17][CH:18]=3)[N:13]([CH2:20][CH2:21][CH2:22][CH2:23][CH3:24])[C:12]2=[O:25])=[CH:4][C:5]2[O:9][CH2:8][O:7][C:6]=2[CH:10]=1, predict the reactants needed to synthesize it.